Predict which catalyst facilitates the given reaction. From a dataset of Catalyst prediction with 721,799 reactions and 888 catalyst types from USPTO. (1) Reactant: [F:1][C:2]1[C:10]2[N:9]=[C:8]([C@@H:11]([NH2:13])[CH3:12])[N:7]([C:14]3[CH:19]=[CH:18][CH:17]=[CH:16][CH:15]=3)[C:6]=2[CH:5]=[CH:4][CH:3]=1.Cl[C:21]1[N:29]=[CH:28][N:27]=[C:26]2[C:22]=1[N:23]=[CH:24][N:25]2C1CCCCO1.CCN(C(C)C)C(C)C. Product: [F:1][C:2]1[C:10]2[N:9]=[C:8]([C@@H:11]([NH:13][C:21]3[N:29]=[CH:28][N:27]=[C:26]4[C:22]=3[N:23]=[CH:24][NH:25]4)[CH3:12])[N:7]([C:14]3[CH:15]=[CH:16][CH:17]=[CH:18][CH:19]=3)[C:6]=2[CH:5]=[CH:4][CH:3]=1. The catalyst class is: 51. (2) The catalyst class is: 3. Reactant: [F:1][C:2]1[CH:3]=[CH:4][C:5]([C:8]2[C:12]([CH2:13][CH2:14][C:15]3[S:16][C:17]([C:21]([OH:23])=O)=[C:18]([CH3:20])[N:19]=3)=[C:11]([CH3:24])[O:10][N:9]=2)=[N:6][CH:7]=1.F[B-](F)(F)F.N1(OC(N(C)C)=[N+](C)C)C2C=CC=CC=2N=N1.C(N(CC)C(C)C)(C)C.[NH2:56][CH:57]1[CH2:62][CH2:61][O:60][CH2:59][CH2:58]1. Product: [O:60]1[CH2:61][CH2:62][CH:57]([NH:56][C:21]([C:17]2[S:16][C:15]([CH2:14][CH2:13][C:12]3[C:8]([C:5]4[CH:4]=[CH:3][C:2]([F:1])=[CH:7][N:6]=4)=[N:9][O:10][C:11]=3[CH3:24])=[N:19][C:18]=2[CH3:20])=[O:23])[CH2:58][CH2:59]1. (3) Reactant: CO[C:3]1C=C(C)[C:6](CC2OC(C(OC)=O)=CC=2)=[C:5]([CH3:20])[CH:4]=1.[CH3:21][O:22][C:23]1[CH:38]=[C:37]([CH3:39])[CH:36]=[C:35]([CH3:40])[C:24]=1[CH2:25][C:26]1[O:30][C:29]([C:31]([O:33][CH3:34])=[O:32])=[CH:28][CH:27]=1.ClCC=C(C)C.CC(C)([O-])C.[K+].CC1C=C(OCCC(C)=C)C=C(C)C=1CC1OC(C(OC)=O)=CC=1. Product: [CH3:40][C:35]1[CH:36]=[C:37]([CH3:39])[CH:38]=[C:23]([O:22][CH2:21][CH2:3][CH2:4][C:5]([CH3:20])=[CH2:6])[C:24]=1[CH2:25][C:26]1[O:30][C:29]([C:31]([O:33][CH3:34])=[O:32])=[CH:28][CH:27]=1. The catalyst class is: 374. (4) Reactant: CN(C(ON1N=NC2C=CC=NC1=2)=[N+](C)C)C.F[P-](F)(F)(F)(F)F.[C:25]([N:28]1[C:37]2[C:32](=[CH:33][C:34]([NH2:38])=[CH:35][CH:36]=2)[C:31]([C:40]2[CH:45]=[CH:44][CH:43]=[CH:42][CH:41]=2)([CH3:39])[CH2:30][C:29]1([CH3:47])[CH3:46])(=[O:27])[CH3:26].[C:48]1([NH:54][C:55]2[C:56](=[CH:60][CH:61]=[CH:62][CH:63]=2)[C:57](O)=[O:58])[CH:53]=[CH:52][CH:51]=[CH:50][CH:49]=1.C(N(CC)C(C)C)(C)C. Product: [C:25]([N:28]1[C:37]2[C:32](=[CH:33][C:34]([NH:38][C:57](=[O:58])[C:56]3[CH:60]=[CH:61][CH:62]=[CH:63][C:55]=3[NH:54][C:48]3[CH:53]=[CH:52][CH:51]=[CH:50][CH:49]=3)=[CH:35][CH:36]=2)[C:31]([C:40]2[CH:45]=[CH:44][CH:43]=[CH:42][CH:41]=2)([CH3:39])[CH2:30][C:29]1([CH3:47])[CH3:46])(=[O:27])[CH3:26]. The catalyst class is: 7. (5) Reactant: [Cl:1][C:2]1[N:10]=[C:9]2[C:5]([N:6]=[CH:7][N:8]2[CH3:11])=[C:4]([N:12]2[CH2:17][CH2:16][O:15][CH2:14][CH2:13]2)[N:3]=1.CN(CCN(C)C)C.[Li]CCCC.ClCC[I:34]. Product: [Cl:1][C:2]1[N:10]=[C:9]2[C:5]([N:6]=[C:7]([I:34])[N:8]2[CH3:11])=[C:4]([N:12]2[CH2:17][CH2:16][O:15][CH2:14][CH2:13]2)[N:3]=1. The catalyst class is: 1.